From a dataset of Catalyst prediction with 721,799 reactions and 888 catalyst types from USPTO. Predict which catalyst facilitates the given reaction. (1) Reactant: [CH3:1][O:2][C:3]1[CH:4]=[C:5]2[C:10](=[CH:11][C:12]=1[O:13][CH3:14])[N:9]=[CH:8][CH:7]=[C:6]2[O:15][C:16]1[CH:22]=[CH:21][C:19]([NH2:20])=[C:18]([F:23])[CH:17]=1.C(N(CC)CC)C.ClC(Cl)(O[C:35](=[O:41])OC(Cl)(Cl)Cl)Cl.[C:43]([C:46]1[S:50][C:49]([NH2:51])=[N:48][C:47]=1[CH3:52])(=[O:45])[CH3:44]. Product: [C:43]([C:46]1[S:50][C:49]([NH:51][C:35]([NH:20][C:19]2[CH:21]=[CH:22][C:16]([O:15][C:6]3[C:5]4[C:10](=[CH:11][C:12]([O:13][CH3:14])=[C:3]([O:2][CH3:1])[CH:4]=4)[N:9]=[CH:8][CH:7]=3)=[CH:17][C:18]=2[F:23])=[O:41])=[N:48][C:47]=1[CH3:52])(=[O:45])[CH3:44]. The catalyst class is: 146. (2) Product: [CH2:1]([O:9][C:10]1[CH:11]=[C:12]([CH:15]=[CH:16][CH:17]=1)[CH:13]=[O:14])[C:2]1[CH:7]=[CH:6][CH:5]=[CH:4][CH:3]=1. Reactant: [CH2:1](Br)[C:2]1[CH:7]=[CH:6][CH:5]=[CH:4][CH:3]=1.[OH:9][C:10]1[CH:11]=[C:12]([CH:15]=[CH:16][CH:17]=1)[CH:13]=[O:14].C([O-])([O-])=O.[Cs+].[Cs+]. The catalyst class is: 3. (3) Reactant: C(N(C(C)C)CC)(C)C.[NH2:10][CH:11]1[CH2:16][CH2:15][N:14]([S:17]([C:20]2[CH:36]=[CH:35][C:23]([C:24]([NH:26][CH2:27][CH2:28][C:29]3[CH:34]=[CH:33][CH:32]=[CH:31][CH:30]=3)=[O:25])=[C:22]([F:37])[CH:21]=2)(=[O:19])=[O:18])[CH2:13][CH2:12]1.[C:38](Cl)(=[O:41])[CH:39]=[CH2:40]. Product: [C:38]([NH:10][CH:11]1[CH2:12][CH2:13][N:14]([S:17]([C:20]2[CH:36]=[CH:35][C:23]([C:24]([NH:26][CH2:27][CH2:28][C:29]3[CH:30]=[CH:31][CH:32]=[CH:33][CH:34]=3)=[O:25])=[C:22]([F:37])[CH:21]=2)(=[O:18])=[O:19])[CH2:15][CH2:16]1)(=[O:41])[CH:39]=[CH2:40]. The catalyst class is: 76. (4) Reactant: [CH2:1]([N:8]([CH2:19][C:20]1[CH:25]=[CH:24][CH:23]=[CH:22][CH:21]=1)[C@H:9]1[CH2:14][CH2:13][C@H:12]([C:15]([NH:17][NH2:18])=O)[CH2:11][CH2:10]1)[C:2]1[CH:7]=[CH:6][CH:5]=[CH:4][CH:3]=1.[C:26](#N)C.[CH3:29][O:30][CH2:31][CH2:32][NH2:33].C(O)(=O)C. Product: [CH2:1]([N:8]([CH2:19][C:20]1[CH:25]=[CH:24][CH:23]=[CH:22][CH:21]=1)[C@H:9]1[CH2:10][CH2:11][C@H:12]([C:15]2[N:33]([CH2:32][CH2:31][O:30][CH3:29])[CH:26]=[N:18][N:17]=2)[CH2:13][CH2:14]1)[C:2]1[CH:3]=[CH:4][CH:5]=[CH:6][CH:7]=1. The catalyst class is: 90. (5) Reactant: [Br:1][C:2]1[N:3]=[CH:4][C:5]([NH2:8])=[N:6][CH:7]=1.[CH2:9](OC(OCC)CBr)[CH3:10].Br.[OH-].[Na+]. Product: [Br:1][C:2]1[N:3]=[CH:4][C:5]2[N:6]([CH:9]=[CH:10][N:8]=2)[CH:7]=1. The catalyst class is: 40.